Regression. Given a peptide amino acid sequence and an MHC pseudo amino acid sequence, predict their binding affinity value. This is MHC class I binding data. From a dataset of Peptide-MHC class I binding affinity with 185,985 pairs from IEDB/IMGT. (1) The peptide sequence is FIDRGSIKI. The MHC is HLA-A02:06 with pseudo-sequence HLA-A02:06. The binding affinity (normalized) is 0.233. (2) The peptide sequence is KAVRLIKFLY. The MHC is HLA-B15:03 with pseudo-sequence HLA-B15:03. The binding affinity (normalized) is 0.534. (3) The peptide sequence is GEKSRCYSIY. The MHC is HLA-A26:01 with pseudo-sequence HLA-A26:01. The binding affinity (normalized) is 0.0942. (4) The peptide sequence is GETPIAYRNV. The MHC is HLA-B40:01 with pseudo-sequence HLA-B40:01. The binding affinity (normalized) is 0.315. (5) The peptide sequence is LLMRTTWAL. The MHC is HLA-A02:03 with pseudo-sequence HLA-A02:03. The binding affinity (normalized) is 1.00. (6) The MHC is Mamu-B01 with pseudo-sequence Mamu-B01. The binding affinity (normalized) is 0. The peptide sequence is NDRPKQAWCWF.